From a dataset of Forward reaction prediction with 1.9M reactions from USPTO patents (1976-2016). Predict the product of the given reaction. (1) Given the reactants [CH3:1][O:2][C:3]1[CH:4]=[C:5]([C:11]2[C:12]([CH3:18])=[N:13][C:14]([NH2:17])=[N:15][CH:16]=2)[CH:6]=[CH:7][C:8]=1[O:9][CH3:10].[F:19][C:20]([F:37])([F:36])[C:21]1[CH:22]=[C:23]([N:27]2[CH2:32][CH2:31][CH:30]([C:33](O)=[O:34])[CH2:29][CH2:28]2)[CH:24]=[CH:25][CH:26]=1, predict the reaction product. The product is: [CH3:1][O:2][C:3]1[CH:4]=[C:5]([C:11]2[C:12]([CH3:18])=[N:13][C:14]([NH:17][C:33]([CH:30]3[CH2:29][CH2:28][N:27]([C:23]4[CH:24]=[CH:25][CH:26]=[C:21]([C:20]([F:37])([F:19])[F:36])[CH:22]=4)[CH2:32][CH2:31]3)=[O:34])=[N:15][CH:16]=2)[CH:6]=[CH:7][C:8]=1[O:9][CH3:10]. (2) Given the reactants C([O:8][C:9]1[CH:14]=[CH:13][C:12]([C@H:15]2[N:18]([C:19]3[CH:24]=[CH:23][C:22]([F:25])=[CH:21][CH:20]=3)[C:17](=[O:26])[C@@H:16]2[CH2:27][CH2:28][C:29]2([C:37]3[CH:42]=[CH:41][C:40]([F:43])=[CH:39][CH:38]=3)[O:34][CH2:33][C:32]([CH3:36])([CH3:35])[CH2:31][O:30]2)=[CH:11][CH:10]=1)C1C=CC=CC=1, predict the reaction product. The product is: [OH:8][C:9]1[CH:14]=[CH:13][C:12]([C@H:15]2[N:18]([C:19]3[CH:20]=[CH:21][C:22]([F:25])=[CH:23][CH:24]=3)[C:17](=[O:26])[C@@H:16]2[CH2:27][CH2:28][C:29]2([C:37]3[CH:38]=[CH:39][C:40]([F:43])=[CH:41][CH:42]=3)[O:30][CH2:31][C:32]([CH3:36])([CH3:35])[CH2:33][O:34]2)=[CH:11][CH:10]=1. (3) Given the reactants O[C:2]1[C:7]([CH2:8][C:9]([O:11][CH3:12])=[O:10])=[C:6]([CH3:13])[N:5]=[C:4]([CH2:14][C:15]2[CH:20]=[CH:19][C:18]([N+:21]([O-:23])=[O:22])=[CH:17][CH:16]=2)[N:3]=1.CN(C)C1C=CC=CC=1.O=P(Cl)(Cl)[Cl:35], predict the reaction product. The product is: [Cl:35][C:2]1[C:7]([CH2:8][C:9]([O:11][CH3:12])=[O:10])=[C:6]([CH3:13])[N:5]=[C:4]([CH2:14][C:15]2[CH:20]=[CH:19][C:18]([N+:21]([O-:23])=[O:22])=[CH:17][CH:16]=2)[N:3]=1. (4) Given the reactants [C:1]([CH2:3][C@@H:4]([NH:13]C(=O)OC(C)(C)C)[C:5]([NH:7][CH:8]1[CH2:12][CH2:11][CH2:10][CH2:9]1)=[O:6])#[N:2], predict the reaction product. The product is: [NH2:13][C@H:4]([CH2:3][C:1]#[N:2])[C:5]([NH:7][CH:8]1[CH2:9][CH2:10][CH2:11][CH2:12]1)=[O:6]. (5) Given the reactants I[C:2]1[CH:7]=[CH:6][C:5]([CH3:8])=[CH:4][CH:3]=1.C(N(CC)CC)C.O1CCOCC1.[CH:22]([N:25]([BH2:29])[CH:26]([CH3:28])[CH3:27])([CH3:24])[CH3:23], predict the reaction product. The product is: [C:5]1([CH3:8])[CH:6]=[CH:7][C:2]([BH:29][N:25]([CH:26]([CH3:28])[CH3:27])[CH:22]([CH3:24])[CH3:23])=[CH:3][CH:4]=1. (6) Given the reactants [BH4-].[Na+].[C:3]([C@H:8]1[S:12][CH2:11][C@H:10]([O:13][C:14](=[O:16])[CH3:15])[O:9]1)(OCC)=[O:4].CCOC(C)=O.CCCCCC, predict the reaction product. The product is: [OH:4][CH2:3][C@H:8]1[S:12][CH2:11][C@H:10]([O:13][C:14](=[O:16])[CH3:15])[O:9]1. (7) The product is: [NH2:22][C@H:23]([C:31]([OH:33])=[O:32])[CH2:15][CH2:19][C:20](=[O:21])[NH2:11]. Given the reactants N1C(N)=C2C(N=CN2)=NC=1.[NH:11]1[C:20](=[O:21])[C:19]2NC=N[C:15]=2N=C1N.[NH2:22][C@H:23]([C:31]([OH:33])=[O:32])CCCNC(=N)N.N[C@H](C(O)=O)C, predict the reaction product. (8) Given the reactants Cl.CO[C:4](=[O:11])[C@@H:5]([CH2:7][CH:8]([CH3:10])[CH3:9])[NH2:6].[F:12][C:13]1[CH:20]=[C:19]([F:21])[CH:18]=[CH:17][C:14]=1[CH:15]=O.C(OC([NH:32][C@H:33]([CH:37]1[CH2:45][C:44]2[C:39](=[CH:40][CH:41]=[CH:42][CH:43]=2)[CH2:38]1)[C:34]([OH:36])=O)=O)C1C=CC=CC=1.C([O:53][C:54]1[CH:59]=[CH:58][CH:57]=[CH:56][C:55]=1[N+:60]#[C-:61])C1C=CC=CC=1.C[OH:63], predict the reaction product. The product is: [F:12][C:13]1[CH:20]=[C:19]([F:21])[CH:18]=[CH:17][C:14]=1[CH:15]([N:6]1[C@H:5]([CH2:7][CH:8]([CH3:9])[CH3:10])[C:4](=[O:11])[NH:32][C@H:33]([CH:37]2[CH2:38][C:39]3[C:44](=[CH:43][CH:42]=[CH:41][CH:40]=3)[CH2:45]2)[C:34]1=[O:36])[C:61]([NH:60][C:55]1[CH:56]=[CH:57][CH:58]=[CH:59][C:54]=1[OH:53])=[O:63]. (9) The product is: [Cl:1][C:2]1[N:7]=[C:6]2[NH:8][C:41]([C:35]3[CH:36]=[CH:37][C:38]([C:22]([C:21]4[CH:20]=[CH:19][CH:18]=[CH:25][CH:24]=4)=[O:23])=[CH:39][CH:40]=3)=[N:9][C:5]2=[CH:4][CH:3]=1. Given the reactants [Cl:1][C:2]1[N:7]=[C:6]([NH2:8])[C:5]([NH2:9])=[CH:4][CH:3]=1.C(O[C:18]1[CH:25]=[CH:24][C:21]([CH:22]=[O:23])=[CH:20][CH:19]=1)C1C=CC=CC=1.C(OI([C:35]1[CH:40]=[CH:39][CH:38]=[CH:37][CH:36]=1)OC(=O)C)(=O)C.[CH3:41]O, predict the reaction product. (10) Given the reactants [S:1]1[CH:5]=[CH:4][CH2:3][CH2:2]1.NC(N)=O.[Cl:10][S:11](O)(=[O:13])=[O:12], predict the reaction product. The product is: [S:1]1[CH:2]=[CH:3][CH:4]=[C:5]1[S:11]([Cl:10])(=[O:13])=[O:12].